From a dataset of Full USPTO retrosynthesis dataset with 1.9M reactions from patents (1976-2016). Predict the reactants needed to synthesize the given product. (1) Given the product [C:12]([Si:16]([O:19][C:20]1[CH:25]=[CH:24][C:23]([C:26]([CH:27]([CH3:29])[CH3:28])=[CH2:30])=[CH:22][CH:21]=1)([CH3:18])[CH3:17])([CH3:15])([CH3:14])[CH3:13], predict the reactants needed to synthesize it. The reactants are: CC1C=CC(S(O)(=O)=O)=CC=1.[C:12]([Si:16]([O:19][C:20]1[CH:25]=[CH:24][C:23]([C:26]([CH3:30])=[C:27]([CH3:29])[CH3:28])=[CH:22][CH:21]=1)([CH3:18])[CH3:17])([CH3:15])([CH3:14])[CH3:13]. (2) Given the product [F:43][C:44]1[CH:58]=[CH:57][C:47]([CH2:48][O:49][C:50]2[CH:55]=[CH:54][N:53]([C:15]3[CH:20]=[CH:19][C:18]([OH:21])=[CH:17][CH:16]=3)[C:52](=[O:56])[N:51]=2)=[CH:46][CH:45]=1, predict the reactants needed to synthesize it. The reactants are: C(OC1C=CN([C:15]2[CH:20]=[CH:19][C:18]([O:21]CCN(C)C)=[CH:17][CH:16]=2)C(=O)C=1)C1C=CC=CC=1.C(OC1C=CNC(=O)C=1)C1C=CC=CC=1.[F:43][C:44]1[CH:58]=[CH:57][C:47]([CH2:48][O:49][C:50]2[CH:55]=[CH:54][NH:53][C:52](=[O:56])[N:51]=2)=[CH:46][CH:45]=1. (3) Given the product [CH3:1][C:2]1[S:3][C:4]([S:8]([Cl:7])(=[O:10])=[O:9])=[CH:5][CH:6]=1, predict the reactants needed to synthesize it. The reactants are: [CH3:1][C:2]1[S:3][CH:4]=[CH:5][CH:6]=1.[Cl:7][S:8](O)(=[O:10])=[O:9]. (4) Given the product [Cl:1][C:2]1[CH:3]=[CH:4][C:5]([O:19][CH2:20][C:21]2[CH:22]=[CH:23][CH:24]=[CH:25][CH:26]=2)=[C:6]([CH2:8][C:48]2[N:49]=[C:50]([C:53]([O:55][CH2:56][CH3:57])=[O:54])[S:51][CH:52]=2)[CH:7]=1, predict the reactants needed to synthesize it. The reactants are: [Cl:1][C:2]1[CH:3]=[CH:4][C:5]([O:19][CH2:20][C:21]2[CH:26]=[CH:25][C:24](F)=[CH:23][CH:22]=2)=[C:6]([C:8]2SC=C(CC(OCC)=O)N=2)[CH:7]=1.ClC1C=CC(OCC2C=CC=CC=2)=C(B(O)O)C=1.BrC[C:48]1[N:49]=[C:50]([C:53]([O:55][CH2:56][CH3:57])=[O:54])[S:51][CH:52]=1. (5) Given the product [CH3:19][C:11]1[C:10]([Cl:9])=[CH:15][CH:14]=[CH:13][C:12]=1[N:16]1[C:17](=[O:18])[NH:7][N:6]=[N:5]1, predict the reactants needed to synthesize it. The reactants are: [Cl-].[Al+3].[Cl-].[Cl-].[N-:5]=[N+:6]=[N-:7].[Na+].[Cl:9][C:10]1[CH:15]=[CH:14][CH:13]=[C:12]([N:16]=[C:17]=[O:18])[C:11]=1[CH3:19].Cl. (6) The reactants are: [CH3:1][CH2:2][C:3]1[C:25]([CH3:26])=[C:24]2[NH:27][C:4]=1[CH:5]=[C:6]1[N:40]=[C:39]3[C:8]([C:9]([CH:11]([C:41]([O:43]C)=[O:42])[C:12]3=[C:13]3[N:17]=[C:16]([CH:18]=[C:19]4[NH:28][C:22](=[CH:23]2)[C:21]([CH:29]=[CH2:30])=[C:20]4[CH3:31])[CH:15]([CH3:32])[CH:14]3[CH2:33][CH2:34][C:35]([O:37]C)=[O:36])=[O:10])=[C:7]1[CH3:45].CC(C)=[O:48].[OH-].[K+].Cl. Given the product [CH3:1][CH2:2][C:3]1[C:4]2[N:27]=[C:24]([CH:23]=[C:22]3[C:21]([CH:29]=[CH2:30])=[C:20]([CH3:31])[C:19](=[CH:18][C:16]4[C@@H:15]([CH3:32])[C@H:14]([CH2:33][CH2:34][C:35]([OH:37])=[O:36])[C:13](=[C:12]([CH2:11][C:41]([OH:43])=[O:42])[C:39]5[NH:40][C:6]([CH:5]=2)=[C:7]([CH3:45])[C:8]=5[C:9]([OH:48])=[O:10])[N:17]=4)[NH:28]3)[C:25]=1[CH3:26], predict the reactants needed to synthesize it. (7) Given the product [Cl:15][C:12]1[CH:13]=[CH:14][C:9]2[S:8][C:7](=[O:16])[N:6]([CH2:5][C:4]3[CH:3]=[C:2]([NH:1][C:21](=[O:22])[O:23][CH2:33][CH2:32][CH2:31][N:28]4[CH2:29][CH2:30][N:25]([CH3:24])[CH2:26][CH2:27]4)[CH:19]=[CH:18][CH:17]=3)[C:10]=2[CH:11]=1, predict the reactants needed to synthesize it. The reactants are: [NH2:1][C:2]1[CH:3]=[C:4]([CH:17]=[CH:18][CH:19]=1)[CH2:5][N:6]1[C:10]2[CH:11]=[C:12]([Cl:15])[CH:13]=[CH:14][C:9]=2[S:8][C:7]1=[O:16].Cl[C:21]([OH:23])=[O:22].[CH3:24][N:25]1[CH2:30][CH2:29][N:28]([CH2:31][CH2:32][CH3:33])[CH2:27][CH2:26]1.CCN(C(C)C)C(C)C.ClCCl. (8) Given the product [O:20]=[S:17]1(=[O:21])[CH2:18][CH2:19][CH:14]([C:5]2[C:4]3[C:8](=[C:9]([C:11]([NH2:13])=[O:12])[CH:10]=[C:2]([C:22]4[CH:27]=[CH:26][CH:25]=[CH:24][CH:23]=4)[CH:3]=3)[NH:7][CH:6]=2)[CH2:15][CH2:16]1, predict the reactants needed to synthesize it. The reactants are: Br[C:2]1[CH:3]=[C:4]2[C:8](=[C:9]([C:11]([NH2:13])=[O:12])[CH:10]=1)[NH:7][CH:6]=[C:5]2[CH:14]1[CH2:19][CH2:18][S:17](=[O:21])(=[O:20])[CH2:16][CH2:15]1.[C:22]1(B(O)O)[CH:27]=[CH:26][CH:25]=[CH:24][CH:23]=1.C([O-])([O-])=O.[K+].[K+]. (9) The reactants are: [Br:1][C:2]1[CH:3]=[C:4]([Cl:20])[C:5]2[O:9][C:8]([CH2:10][CH2:11][NH:12][CH2:13][CH:14]([O:17][CH3:18])[O:15][CH3:16])=[CH:7][C:6]=2[CH:19]=1.C(N(C(C)C)CC)(C)C.Cl[C:31]([O:33][CH2:34][CH3:35])=[O:32].O. Given the product [Br:1][C:2]1[CH:3]=[C:4]([Cl:20])[C:5]2[O:9][C:8]([CH2:10][CH2:11][N:12]([CH2:13][CH:14]([O:15][CH3:16])[O:17][CH3:18])[C:31](=[O:32])[O:33][CH2:34][CH3:35])=[CH:7][C:6]=2[CH:19]=1, predict the reactants needed to synthesize it. (10) The reactants are: [NH2:1][C:2]1[N:7]=[CH:6][C:5]([C:8]([N:10]2[CH2:15][CH2:14][O:13][CH2:12][CH2:11]2)=[O:9])=[CH:4][CH:3]=1.Br[C:17]1[C:22](=[O:23])[N:21]([CH3:24])[C:20]2[CH2:25][C@@H:26]([O:50][Si:51]([C:54]([CH3:57])([CH3:56])[CH3:55])([CH3:53])[CH3:52])[CH2:27][C:28]3[C:33]([N:34]4[N:43]=[CH:42][C:41]5[C:36](=[C:37]([F:48])[CH:38]=[C:39]([C:44]([CH3:47])([CH3:46])[CH3:45])[CH:40]=5)[C:35]4=[O:49])=[CH:32][CH:31]=[CH:30][C:29]=3[C:19]=2[CH:18]=1.C(=O)([O-])[O-].[Cs+].[Cs+].C1(P(C2C=CC=CC=2)C2C3OC4C(=CC=CC=4P(C4C=CC=CC=4)C4C=CC=CC=4)C(C)(C)C=3C=CC=2)C=CC=CC=1. Given the product [Si:51]([O:50][C@@H:26]1[CH2:25][C:20]2[N:21]([CH3:24])[C:22](=[O:23])[C:17]([NH:1][C:2]3[CH:3]=[CH:4][C:5]([C:8]([N:10]4[CH2:15][CH2:14][O:13][CH2:12][CH2:11]4)=[O:9])=[CH:6][N:7]=3)=[CH:18][C:19]=2[C:29]2[CH:30]=[CH:31][CH:32]=[C:33]([N:34]3[N:43]=[CH:42][C:41]4[C:36](=[C:37]([F:48])[CH:38]=[C:39]([C:44]([CH3:47])([CH3:46])[CH3:45])[CH:40]=4)[C:35]3=[O:49])[C:28]=2[CH2:27]1)([C:54]([CH3:57])([CH3:55])[CH3:56])([CH3:53])[CH3:52], predict the reactants needed to synthesize it.